Dataset: Full USPTO retrosynthesis dataset with 1.9M reactions from patents (1976-2016). Task: Predict the reactants needed to synthesize the given product. (1) Given the product [F:28][C:25]1[CH:24]=[CH:23][C:22]([C@H:14]2[NH:15][C:16](=[O:21])[CH2:17][CH2:18][CH:19]=[CH:20][CH2:29][C@@H:9]([NH:8][C:6](=[O:7])[O:5][C:1]([CH3:4])([CH3:2])[CH3:3])[C:10](=[O:11])[O:12][CH2:13]2)=[CH:27][CH:26]=1, predict the reactants needed to synthesize it. The reactants are: [C:1]([O:5][C:6]([NH:8][C@H:9]([CH2:29]C=C)[C:10]([O:12][CH2:13][C@@H:14]([C:22]1[CH:27]=[CH:26][C:25]([F:28])=[CH:24][CH:23]=1)[NH:15][C:16](=[O:21])[CH2:17][CH2:18][CH:19]=[CH2:20])=[O:11])=[O:7])([CH3:4])([CH3:3])[CH3:2]. (2) Given the product [Cl:27][C:16]1[N:17]=[C:18]([N:21]2[CH2:26][CH2:25][O:24][CH2:23][CH2:22]2)[C:19]2[N:20]=[C:12]([CH2:11][N:8]3[CH2:33][CH2:32][N:31]([CH:28]4[CH2:30][CH2:29]4)[CH2:36][CH2:9]3)[S:13][C:14]=2[N:15]=1, predict the reactants needed to synthesize it. The reactants are: N1(C2C[CH2:9][N:8]([CH2:11][C:12]3[S:13][C:14]4[N:15]=[C:16]([Cl:27])[N:17]=[C:18]([N:21]5[CH2:26][CH2:25][O:24][CH2:23][CH2:22]5)[C:19]=4[N:20]=3)CC2)CCC1.[CH:28]1([N:31]2[CH2:36]CN[CH2:33][CH2:32]2)[CH2:30][CH2:29]1. (3) Given the product [CH:29]1([N:18]([C:19]2[CH:20]=[CH:21][C:22]([S:25]([CH3:28])(=[O:26])=[O:27])=[CH:23][CH:24]=2)[C:16](=[O:17])[N:15]([CH3:36])[C:13]2[S:14][C:10]([S:7]([NH:6][CH2:5][C:4]([OH:3])=[O:35])(=[O:8])=[O:9])=[CH:11][N:12]=2)[CH2:30][CH2:34][CH2:33][CH2:32]1, predict the reactants needed to synthesize it. The reactants are: C([O:3][C:4](=[O:35])[CH2:5][NH:6][S:7]([C:10]1[S:14][C:13]([NH:15][C:16]([N:18]([CH2:29][CH:30]2[CH2:34][CH2:33][CH2:32]C2)[C:19]2[CH:24]=[CH:23][C:22]([S:25]([CH3:28])(=[O:27])=[O:26])=[CH:21][CH:20]=2)=[O:17])=[N:12][CH:11]=1)(=[O:9])=[O:8])C.[CH:36]1(N(C2C=CC(S(C)(=O)=O)=CC=2)C(=O)N(C)C2SC=C(CC(O)=O)N=2)CCCC1.C1(CNC2C=CC(S(C)(=O)=O)=CC=2)CCCC1.C(OC(=O)CNS(C1SC(N)=NC=1)(=O)=O)C.COC([C@@H]1CCCN1S(C1SC(N)=NC=1)(=O)=O)=O. (4) Given the product [CH2:27]([N:3]1[CH2:2][CH2:1][C:14]2[C:13]3[CH:12]=[CH:11][CH:10]=[CH:9][C:8]=3[NH:7][C:6]=2[CH:5]([C:15]([O:17][CH3:18])=[O:16])[CH2:4]1)[CH:26]=[CH2:25], predict the reactants needed to synthesize it. The reactants are: [CH2:1]1[C:14]2[C:13]3[CH:12]=[CH:11][CH:10]=[CH:9][C:8]=3[NH:7][C:6]=2[CH:5]([C:15]([O:17][CH3:18])=[O:16])[CH2:4][NH:3][CH2:2]1.C(=O)([O-])[O-].[K+].[K+].[CH2:25](Br)[CH:26]=[CH2:27]. (5) Given the product [CH2:8]([C:4]1[CH:3]=[C:2]([B:11]2[O:15][C:14]([CH3:17])([CH3:16])[C:13]([CH3:19])([CH3:18])[O:12]2)[CH:7]=[CH:6][N:5]=1)[CH2:9][CH3:10], predict the reactants needed to synthesize it. The reactants are: Br[C:2]1[CH:7]=[CH:6][N:5]=[C:4]([CH2:8][CH2:9][CH3:10])[CH:3]=1.[B:11]1([B:11]2[O:15][C:14]([CH3:17])([CH3:16])[C:13]([CH3:19])([CH3:18])[O:12]2)[O:15][C:14]([CH3:17])([CH3:16])[C:13]([CH3:19])([CH3:18])[O:12]1.C([O-])(=O)C.[K+].O. (6) Given the product [C:18]([N:19]([CH3:28])[CH:20]1[CH2:21][CH2:22][CH:23]([NH:26][CH2:11][C:3]2[CH:4]=[C:5]([B:8]([OH:9])[OH:10])[CH:6]=[CH:7][C:2]=2[F:1])[CH2:24][CH2:25]1)([O:17][C:13]([CH3:16])([CH3:14])[CH3:15])=[O:27], predict the reactants needed to synthesize it. The reactants are: [F:1][C:2]1[CH:7]=[CH:6][C:5]([B:8]([OH:10])[OH:9])=[CH:4][C:3]=1[CH:11]=O.[C:13]([O:17][C:18](=[O:27])[NH:19][C@H:20]1[CH2:25][CH2:24][C@H:23]([NH2:26])[CH2:22][CH2:21]1)([CH3:16])([CH3:15])[CH3:14].[CH3:28]C(O)=O.C(O[BH-](OC(=O)C)OC(=O)C)(=O)C.[Na+].C([O-])(O)=O.[Na+]. (7) The reactants are: Cl.C(N=C=NCCCN(C)C)C.[O:13]=[C:14]1[C:18]([C:25]2[CH:30]=[CH:29][CH:28]=[CH:27][CH:26]=2)([C:19]2[CH:24]=[CH:23][CH:22]=[CH:21][CH:20]=2)[CH2:17][CH2:16][N:15]1[CH2:31][C:32]([OH:34])=O.[O:35]1[CH:39]=[CH:38][N:37]=[C:36]1[CH2:40][NH2:41]. Given the product [O:35]1[CH:39]=[CH:38][N:37]=[C:36]1[CH2:40][NH:41][C:32](=[O:34])[CH2:31][N:15]1[CH2:16][CH2:17][C:18]([C:25]2[CH:30]=[CH:29][CH:28]=[CH:27][CH:26]=2)([C:19]2[CH:24]=[CH:23][CH:22]=[CH:21][CH:20]=2)[C:14]1=[O:13], predict the reactants needed to synthesize it. (8) Given the product [C:25]([O:24][C:22]([NH:2][C:3]1([C:8]([O:10][CH3:15])=[O:9])[CH2:7][CH2:6][CH2:5][CH2:4]1)=[O:23])([CH3:28])([CH3:27])[CH3:26], predict the reactants needed to synthesize it. The reactants are: Cl.[NH2:2][C:3]1([C:8]([OH:10])=[O:9])[CH2:7][CH2:6][CH2:5][CH2:4]1.S(Cl)(Cl)=O.[CH2:15](N(CC)CC)C.[C:22](O[C:22]([O:24][C:25]([CH3:28])([CH3:27])[CH3:26])=[O:23])([O:24][C:25]([CH3:28])([CH3:27])[CH3:26])=[O:23]. (9) Given the product [C:26]1(=[O:35])[N:13]([CH:11]([C:5]2[CH:6]=[CH:7][C:8]([O:9][CH3:10])=[C:3]([O:2][CH3:1])[CH:4]=2)[CH3:12])[C:29](=[O:30])[C:28]2=[CH:31][CH:32]=[CH:33][CH:34]=[C:27]12, predict the reactants needed to synthesize it. The reactants are: [CH3:1][O:2][C:3]1[CH:4]=[C:5]([CH:11]([NH2:13])[CH3:12])[CH:6]=[CH:7][C:8]=1[O:9][CH3:10].C(=O)([O-])[O-].[Na+].[Na+].C(N1[C:29](=[O:30])[C:28]2=[CH:31][CH:32]=[CH:33][CH:34]=[C:27]2[C:26]1=[O:35])(OCC)=O. (10) Given the product [C:12]1([N:9]2[C:5]3=[N:6][CH:7]=[N:8][C:3]([NH:1][N:2]=[CH:23][C:22]4[CH:25]=[CH:26][C:27]([OH:28])=[C:20]([O:19][CH3:18])[CH:21]=4)=[C:4]3[CH:11]=[N:10]2)[CH:17]=[CH:16][CH:15]=[CH:14][CH:13]=1, predict the reactants needed to synthesize it. The reactants are: [NH:1]([C:3]1[N:8]=[CH:7][N:6]=[C:5]2[N:9]([C:12]3[CH:17]=[CH:16][CH:15]=[CH:14][CH:13]=3)[N:10]=[CH:11][C:4]=12)[NH2:2].[CH3:18][O:19][C:20]1[CH:21]=[C:22]([CH:25]=[CH:26][C:27]=1[OH:28])[CH:23]=O.